This data is from Forward reaction prediction with 1.9M reactions from USPTO patents (1976-2016). The task is: Predict the product of the given reaction. (1) The product is: [F:1][C:2]1[CH:3]=[CH:4][C:5]([CH2:6][N:7]2[CH2:10][C:9]3([CH2:19][C:18](=[O:20])[C:17]4[C:12](=[CH:13][CH:14]=[C:15](/[CH:21]=[CH:22]/[C:23]([NH:25][OH:26])=[O:24])[CH:16]=4)[O:11]3)[CH2:8]2)=[CH:33][CH:34]=1. Given the reactants [F:1][C:2]1[CH:34]=[CH:33][C:5]([CH2:6][N:7]2[CH2:10][C:9]3([CH2:19][C:18](=[O:20])[C:17]4[C:12](=[CH:13][CH:14]=[C:15](/[CH:21]=[CH:22]/[C:23]([NH:25][O:26]C5CCCCO5)=[O:24])[CH:16]=4)[O:11]3)[CH2:8]2)=[CH:4][CH:3]=1.Cl, predict the reaction product. (2) Given the reactants [CH2:1]([N:3]=[C:4]=[O:5])[CH3:2].[CH2:6]([C:8]1[CH:13]=[C:12]([CH2:14][N:15]2C=CN=C2C)[CH:11]=[CH:10][C:9]=1[N:21]([CH3:32])[C:22]1[N:27]=[CH:26][C:25]2[N:28]=[CH:29][N:30]([CH3:31])[C:24]=2[CH:23]=1)[CH3:7].C(N(CC)CC)C, predict the reaction product. The product is: [CH2:1]([NH:3][C:4]([NH:15][CH2:14][C:12]1[CH:11]=[CH:10][C:9]([N:21]([CH3:32])[C:22]2[N:27]=[CH:26][C:25]3[N:28]=[CH:29][N:30]([CH3:31])[C:24]=3[CH:23]=2)=[C:8]([CH2:6][CH3:7])[CH:13]=1)=[O:5])[CH3:2]. (3) Given the reactants [NH2:1][C:2]1[CH:3]=[C:4]([CH:8]=[CH:9][C:10]=1[O:11][CH3:12])[C:5]([OH:7])=O.[NH:13]1[CH2:18][CH2:17][CH2:16][C@@H:15]2[C:19]3[CH:20]=[CH:21][CH:22]=[CH:23][C:24]=3[CH2:25][C@H:14]12.F[P-](F)(F)(F)(F)F.N1(OC(N(C)C)=[N+](C)C)C2N=CC=CC=2N=N1, predict the reaction product. The product is: [NH2:1][C:2]1[CH:3]=[C:4]([C:5]([N:13]2[CH2:18][CH2:17][CH2:16][C@@H:15]3[C:19]4[CH:20]=[CH:21][CH:22]=[CH:23][C:24]=4[CH2:25][C@H:14]23)=[O:7])[CH:8]=[CH:9][C:10]=1[O:11][CH3:12]. (4) Given the reactants F[C:2]1[CH:3]=[C:4]([CH3:11])[CH:5]=[CH:6][C:7]=1[N+:8]([O-:10])=[O:9].C(N(C(C)C)CC)(C)C.Cl.Cl.[CH3:23][CH:24]([O:26][C@H:27]1[CH2:32][CH2:31][C@H:30]([N:33]2[CH2:38][CH2:37][CH:36]([NH2:39])[CH2:35][CH2:34]2)[CH2:29][CH2:28]1)[CH3:25], predict the reaction product. The product is: [CH3:25][CH:24]([O:26][C@@H:27]1[CH2:28][CH2:29][C@H:30]([N:33]2[CH2:34][CH2:35][CH:36]([NH:39][C:2]3[CH:3]=[C:4]([CH3:11])[CH:5]=[CH:6][C:7]=3[N+:8]([O-:10])=[O:9])[CH2:37][CH2:38]2)[CH2:31][CH2:32]1)[CH3:23].